Dataset: Reaction yield outcomes from USPTO patents with 853,638 reactions. Task: Predict the reaction yield, written as a fraction of the theoretical maximum amount of product (1.0 means a 100% yield; for example, 0.34 means a 34% yield). (1) The reactants are [O-]P([O-])([O-])=O.[K+].[K+].[K+].Br[C:10]1[N:15]=[N:14][C:13]([NH2:16])=[CH:12][CH:11]=1.[Cl-].[CH3:18][NH+:19]1[CH2:24][CH:23]=[C:22](B2OC(C)(C)C(C)(C)O2)[CH2:21][CH2:20]1.CC(C1C=C(C(C)C)C(C2C=CC=CC=2P(C2CCCCC2)C2CCCCC2)=C(C(C)C)C=1)C. The catalyst is C(O)CCC.O.C1C=CC(/C=C/C(/C=C/C2C=CC=CC=2)=O)=CC=1.C1C=CC(/C=C/C(/C=C/C2C=CC=CC=2)=O)=CC=1.[Pd]. The product is [CH3:18][N:19]1[CH2:20][CH:21]=[C:22]([C:10]2[N:15]=[N:14][C:13]([NH2:16])=[CH:12][CH:11]=2)[CH2:23][CH2:24]1. The yield is 0.820. (2) The reactants are [C:1]([O:5][C:6](=[O:15])[NH:7][C:8]1[CH:9]=[N:10][CH:11]=[C:12]([Br:14])[CH:13]=1)([CH3:4])([CH3:3])[CH3:2].[H-].[Na+].[CH3:18]I. The catalyst is C1COCC1. The product is [C:1]([O:5][C:6](=[O:15])[N:7]([C:8]1[CH:9]=[N:10][CH:11]=[C:12]([Br:14])[CH:13]=1)[CH3:18])([CH3:4])([CH3:2])[CH3:3]. The yield is 0.760. (3) The reactants are [Br:1][C:2]1[CH:3]=[C:4]2[C:10]([C:11]3[CH:15]=[CH:14][O:13][CH:12]=3)=[C:9]([Si](C)(C)C)[NH:8][C:5]2=[N:6][CH:7]=1.CCCC[N+](CCCC)(CCCC)CCCC.[F-]. The catalyst is C1COCC1. The product is [Br:1][C:2]1[CH:3]=[C:4]2[C:10]([C:11]3[CH:15]=[CH:14][O:13][CH:12]=3)=[CH:9][NH:8][C:5]2=[N:6][CH:7]=1. The yield is 0.580. (4) The reactants are [CH3:1][O:2][C:3](=[O:22])[CH:4]([C:11]1[CH:16]=[CH:15][C:14](F)=[C:13]([C:18]([F:21])([F:20])[F:19])[CH:12]=1)[CH2:5][CH:6]1[CH2:10][CH2:9][CH2:8][CH2:7]1.[CH3:23][S-:24].[Na+].Cl. The catalyst is CN(C)C=O. The product is [CH3:1][O:2][C:3](=[O:22])[CH:4]([C:11]1[CH:16]=[CH:15][C:14]([S:24][CH3:23])=[C:13]([C:18]([F:21])([F:20])[F:19])[CH:12]=1)[CH2:5][CH:6]1[CH2:10][CH2:9][CH2:8][CH2:7]1. The yield is 0.355. (5) The reactants are [CH3:1][O:2][C:3]1[CH:4]=[C:5]([C:11]2[C:20]3[C:21](=[O:24])[O:22][CH2:23][C:19]=3[C:18]([OH:25])=[C:17]3[C:12]=2[CH:13]=[C:14]([O:28][CH3:29])[C:15]([O:26][CH3:27])=[CH:16]3)[CH:6]=[C:7]([O:9][CH3:10])[CH:8]=1.IC.[C:32](=O)([O-])[O-].[K+].[K+].[Cl-].[NH4+]. The catalyst is CN(C)C=O. The product is [CH3:1][O:2][C:3]1[CH:4]=[C:5]([C:11]2[C:20]3[C:21](=[O:24])[O:22][CH2:23][C:19]=3[C:18]([O:25][CH3:32])=[C:17]3[C:12]=2[CH:13]=[C:14]([O:28][CH3:29])[C:15]([O:26][CH3:27])=[CH:16]3)[CH:6]=[C:7]([O:9][CH3:10])[CH:8]=1. The yield is 0.990. (6) The reactants are [CH3:1][O:2][C:3]1[CH:8]=[CH:7][C:6]([S:9](Cl)(=[O:11])=[O:10])=[CH:5][CH:4]=1.[F:13][C:14]1[CH:19]=[C:18]([F:20])[CH:17]=[CH:16][C:15]=1[C:21]1[CH:26]=[C:25]([F:27])[CH:24]=[CH:23][C:22]=1[CH:28]([NH2:30])[CH3:29].C(N(CC)CC)C. No catalyst specified. The product is [F:13][C:14]1[CH:19]=[C:18]([F:20])[CH:17]=[CH:16][C:15]=1[C:21]1[CH:26]=[C:25]([F:27])[CH:24]=[CH:23][C:22]=1[CH:28]([NH:30][S:9]([C:6]1[CH:7]=[CH:8][C:3]([O:2][CH3:1])=[CH:4][CH:5]=1)(=[O:11])=[O:10])[CH3:29]. The yield is 0.700. (7) The reactants are [CH3:1][O:2][C:3]1[CH:4]=[C:5]2[C:10](=[CH:11][C:12]=1[O:13][CH3:14])[N:9]=[CH:8][N:7]=[C:6]2[O:15][C:16]1[CH:21]=[CH:20][C:19]([CH2:22][C:23](Cl)=[O:24])=[CH:18][CH:17]=1.[NH2:26][C:27]1[O:31][N:30]=[C:29]([CH2:32][CH3:33])[CH:28]=1. No catalyst specified. The product is [CH2:32]([C:29]1[CH:28]=[C:27]([NH:26][C:23](=[O:24])[CH2:22][C:19]2[CH:20]=[CH:21][C:16]([O:15][C:6]3[C:5]4[C:10](=[CH:11][C:12]([O:13][CH3:14])=[C:3]([O:2][CH3:1])[CH:4]=4)[N:9]=[CH:8][N:7]=3)=[CH:17][CH:18]=2)[O:31][N:30]=1)[CH3:33]. The yield is 0.550.